The task is: Predict which catalyst facilitates the given reaction.. This data is from Catalyst prediction with 721,799 reactions and 888 catalyst types from USPTO. Reactant: [C:1]([NH:6][C:7]1[CH:12]=[CH:11][C:10]([CH:13]2[CH2:18][CH2:17][N:16](C(OC(C)(C)C)=O)[CH2:15][CH2:14]2)=[CH:9][CH:8]=1)(=[O:5])[CH:2]([CH3:4])[CH3:3].C(O)(C(F)(F)F)=O.[OH-].[K+]. The catalyst class is: 2. Product: [CH3:3][CH:2]([CH3:4])[C:1]([NH:6][C:7]1[CH:12]=[CH:11][C:10]([CH:13]2[CH2:18][CH2:17][NH:16][CH2:15][CH2:14]2)=[CH:9][CH:8]=1)=[O:5].